From a dataset of Peptide-MHC class II binding affinity with 134,281 pairs from IEDB. Regression. Given a peptide amino acid sequence and an MHC pseudo amino acid sequence, predict their binding affinity value. This is MHC class II binding data. The MHC is HLA-DQA10201-DQB10202 with pseudo-sequence HLA-DQA10201-DQB10202. The binding affinity (normalized) is 0.307. The peptide sequence is KTLEAAFTVSSKRNL.